From a dataset of Peptide-MHC class II binding affinity with 134,281 pairs from IEDB. Regression. Given a peptide amino acid sequence and an MHC pseudo amino acid sequence, predict their binding affinity value. This is MHC class II binding data. (1) The peptide sequence is LLKEFTVSGNILTIRLTAA. The MHC is DRB1_1302 with pseudo-sequence DRB1_1302. The binding affinity (normalized) is 0.372. (2) The peptide sequence is SSDDQITTFKLPTMS. The MHC is DRB1_0101 with pseudo-sequence DRB1_0101. The binding affinity (normalized) is 0.363.